Dataset: Full USPTO retrosynthesis dataset with 1.9M reactions from patents (1976-2016). Task: Predict the reactants needed to synthesize the given product. Given the product [OH:1][CH:2]1[CH2:7][CH2:6][CH:5]([C:8]([O:10][CH3:16])=[O:9])[CH2:4][CH2:3]1, predict the reactants needed to synthesize it. The reactants are: [OH:1][CH:2]1[CH2:7][CH2:6][CH:5]([C:8]([OH:10])=[O:9])[CH2:4][CH2:3]1.S(=O)(=O)(O)O.[C:16](OCC)(=O)C.C(=O)(O)[O-].[Na+].